This data is from Peptide-MHC class I binding affinity with 185,985 pairs from IEDB/IMGT. The task is: Regression. Given a peptide amino acid sequence and an MHC pseudo amino acid sequence, predict their binding affinity value. This is MHC class I binding data. (1) The peptide sequence is DRGFAAPQF. The MHC is Mamu-A07 with pseudo-sequence Mamu-A07. The binding affinity (normalized) is 0.199. (2) The peptide sequence is FLADYRGKT. The MHC is HLA-A30:01 with pseudo-sequence HLA-A30:01. The binding affinity (normalized) is 0.0847. (3) The peptide sequence is LFNTVAVLY. The MHC is HLA-A26:01 with pseudo-sequence HLA-A26:01. The binding affinity (normalized) is 0.0847. (4) The peptide sequence is GTHVLLPFY. The MHC is HLA-A01:01 with pseudo-sequence HLA-A01:01. The binding affinity (normalized) is 0.357. (5) The MHC is HLA-A24:02 with pseudo-sequence HLA-A24:02. The peptide sequence is NYFKKVDGI. The binding affinity (normalized) is 0.0833. (6) The peptide sequence is VPAWLPLGI. The MHC is HLA-B58:01 with pseudo-sequence HLA-B58:01. The binding affinity (normalized) is 0.0847. (7) The peptide sequence is MQQGRFPPL. The MHC is BoLA-HD6 with pseudo-sequence BoLA-HD6. The binding affinity (normalized) is 0.756. (8) The peptide sequence is GMGQKDSYV. The MHC is HLA-A02:03 with pseudo-sequence HLA-A02:03. The binding affinity (normalized) is 0.533.